Dataset: Reaction yield outcomes from USPTO patents with 853,638 reactions. Task: Predict the reaction yield, written as a fraction of the theoretical maximum amount of product (1.0 means a 100% yield; for example, 0.34 means a 34% yield). The reactants are Br[C:2]1[S:3][C:4]([CH3:7])=[N:5][N:6]=1.[CH:8]([C:10]1[CH:15]=[CH:14][C:13](B(O)O)=[CH:12][CH:11]=1)=[O:9].C([O-])([O-])=O.[Na+].[Na+].O. The catalyst is O1CCOCC1.C1C=CC([P]([Pd]([P](C2C=CC=CC=2)(C2C=CC=CC=2)C2C=CC=CC=2)([P](C2C=CC=CC=2)(C2C=CC=CC=2)C2C=CC=CC=2)[P](C2C=CC=CC=2)(C2C=CC=CC=2)C2C=CC=CC=2)(C2C=CC=CC=2)C2C=CC=CC=2)=CC=1.CCOC(C)=O. The product is [CH3:7][C:4]1[S:3][C:2]([C:13]2[CH:14]=[CH:15][C:10]([CH:8]=[O:9])=[CH:11][CH:12]=2)=[N:6][N:5]=1. The yield is 0.510.